From a dataset of Full USPTO retrosynthesis dataset with 1.9M reactions from patents (1976-2016). Predict the reactants needed to synthesize the given product. The reactants are: [N:1]1([C:7]2[CH:8]=[C:9]([OH:13])[CH:10]=[CH:11][CH:12]=2)[CH2:6][CH2:5][NH:4][CH2:3][CH2:2]1.Br[CH2:15][CH2:16][F:17]. Given the product [F:17][CH2:16][CH2:15][N:4]1[CH2:3][CH2:2][N:1]([C:7]2[CH:8]=[C:9]([OH:13])[CH:10]=[CH:11][CH:12]=2)[CH2:6][CH2:5]1, predict the reactants needed to synthesize it.